This data is from Catalyst prediction with 721,799 reactions and 888 catalyst types from USPTO. The task is: Predict which catalyst facilitates the given reaction. (1) Reactant: [BH3-]C#[N:3].[Na+].[C:5]([C:8]1[CH:22]=[CH:21][C:11]([C:12]([NH:14][C:15]2[CH:16]=[N:17][CH:18]=[CH:19][CH:20]=2)=[O:13])=[CH:10][CH:9]=1)(=O)[CH3:6]. Product: [NH2:3][CH:5]([C:8]1[CH:22]=[CH:21][C:11]([C:12]([NH:14][C:15]2[CH:16]=[N:17][CH:18]=[CH:19][CH:20]=2)=[O:13])=[CH:10][CH:9]=1)[CH3:6]. The catalyst class is: 5. (2) Reactant: [CH3:1][C:2]1[CH:6]=[C:5]([NH2:7])[O:4][N:3]=1.C(=O)([O-])[O-].[K+].[K+].[Br:14][CH2:15][C:16](Br)=[O:17].O. Product: [Br:14][CH2:15][C:16]([NH:7][C:5]1[O:4][N:3]=[C:2]([CH3:1])[CH:6]=1)=[O:17]. The catalyst class is: 4. (3) Reactant: [Cl-].CC1C=C(C)C=C(C)C=1[N+]1C=CN(C2C(C)=CC(C)=CC=2C)C=1.CC(C)([O-])C.[K+].CO[C:33](=[O:50])[C:34]1[CH:39]=[CH:38][C:37]([CH2:40][N:41]2[CH2:46][CH2:45][CH2:44][N:43]3[CH2:47][CH2:48][CH2:49][CH:42]23)=[CH:36][CH:35]=1.[CH2:51]([CH2:53][NH2:54])[OH:52]. Product: [N:41]1([CH2:40][C:37]2[CH:36]=[CH:35][C:34]([C:33]([NH:54][CH2:53][CH2:51][OH:52])=[O:50])=[CH:39][CH:38]=2)[CH2:46][CH2:45][CH2:44][N:43]2[CH2:47][CH2:48][CH2:49][CH:42]12. The catalyst class is: 7. (4) Reactant: [CH3:1][C:2]1[CH:3]=[C:4]([CH:7]=[CH:8][C:9]=1/[CH:10]=[CH:11]/[N:12]1[CH2:17][CH2:16][N:15]([CH2:18][CH2:19][C:20]2[CH:25]=[CH:24][C:23]([N+:26]([O-:28])=[O:27])=[CH:22][CH:21]=2)[CH2:14][CH2:13]1)[C:5]#[N:6].[BH4-].[Na+]. Product: [CH3:1][C:2]1[CH:3]=[C:4]([CH:7]=[CH:8][C:9]=1[CH2:10][CH2:11][N:12]1[CH2:17][CH2:16][N:15]([CH2:18][CH2:19][C:20]2[CH:21]=[CH:22][C:23]([N+:26]([O-:28])=[O:27])=[CH:24][CH:25]=2)[CH2:14][CH2:13]1)[C:5]#[N:6]. The catalyst class is: 100. (5) Reactant: [F:1][C:2]1[C:3]([NH:22][CH2:23][CH:24]2[CH2:28][CH2:27][CH2:26][NH:25]2)=[N:4][C:5]([NH:8][C:9]2[CH:10]=[N:11][C:12]([N:15]3[CH2:20][CH2:19][N:18]([CH3:21])[CH2:17][CH2:16]3)=[CH:13][CH:14]=2)=[N:6][CH:7]=1.[C:29]([CH2:31][C:32](O)=[O:33])#[N:30].CN(C(ON1N=NC2C=CC=NC1=2)=[N+](C)C)C.F[P-](F)(F)(F)(F)F.CCN(C(C)C)C(C)C. Product: [F:1][C:2]1[C:3]([NH:22][CH2:23][CH:24]2[CH2:28][CH2:27][CH2:26][N:25]2[C:32](=[O:33])[CH2:31][C:29]#[N:30])=[N:4][C:5]([NH:8][C:9]2[CH:10]=[N:11][C:12]([N:15]3[CH2:16][CH2:17][N:18]([CH3:21])[CH2:19][CH2:20]3)=[CH:13][CH:14]=2)=[N:6][CH:7]=1. The catalyst class is: 2. (6) Reactant: [OH:1][C:2]1[CH:11]=[C:10]2[C:5]([CH:6]=[CH:7][CH:8]=[C:9]2[NH:12][C:13](=[O:19])[O:14][C:15]([CH3:18])([CH3:17])[CH3:16])=[CH:4][CH:3]=1.C(N(CC)CC)C.[CH3:27][S:28](O[S:28]([CH3:27])(=[O:30])=[O:29])(=[O:30])=[O:29].C(=O)(O)[O-].[Na+]. Product: [CH3:27][S:28]([O:1][C:2]1[CH:3]=[CH:4][C:5]2[C:10](=[C:9]([NH:12][C:13]([O:14][C:15]([CH3:16])([CH3:18])[CH3:17])=[O:19])[CH:8]=[CH:7][CH:6]=2)[CH:11]=1)(=[O:30])=[O:29]. The catalyst class is: 4. (7) Reactant: Cl.[NH2:2][C@H:3]1[CH2:10][CH2:9][CH2:8][NH:7][C:5](=[O:6])[CH2:4]1.C([O-])([O-])=O.[Na+].[Na+].[CH2:17]([S:33](Cl)(=[O:35])=[O:34])[CH2:18][CH2:19][CH2:20][CH2:21][CH2:22][CH2:23][CH2:24][CH2:25][CH2:26][CH2:27][CH2:28][CH2:29][CH2:30][CH2:31][CH3:32]. Product: [CH2:17]([S:33]([NH:2][C@H:3]1[CH2:10][CH2:9][CH2:8][NH:7][C:5](=[O:6])[CH2:4]1)(=[O:35])=[O:34])[CH2:18][CH2:19][CH2:20][CH2:21][CH2:22][CH2:23][CH2:24][CH2:25][CH2:26][CH2:27][CH2:28][CH2:29][CH2:30][CH2:31][CH3:32]. The catalyst class is: 229. (8) Reactant: Br[C:2]1[CH:3]=[C:4]([NH:10][C:11]2[CH:23]=[C:14]3[CH2:15][N:16]([CH:19]4[CH2:22][O:21][CH2:20]4)[CH2:17][CH2:18][N:13]3[N:12]=2)[C:5](=[O:9])[N:6]([CH3:8])[CH:7]=1.CC1(C)C(C)(C)[O:28][B:27](B2OC(C)(C)C(C)(C)O2)[O:26]1.C([O-])(=O)C.[K+]. Product: [CH3:8][N:6]1[C:5](=[O:9])[C:4]([NH:10][C:11]2[CH:23]=[C:14]3[CH2:15][N:16]([CH:19]4[CH2:22][O:21][CH2:20]4)[CH2:17][CH2:18][N:13]3[N:12]=2)=[CH:3][C:2]([B:27]([OH:28])[OH:26])=[CH:7]1. The catalyst class is: 294. (9) Reactant: CO[C:3]([CH2:5][CH2:6][C@H:7]([NH2:11])[C:8]([OH:10])=[O:9])=[O:4].C(CC(=O)C)(=O)C.C(O)(=O)C.[CH2:23]([NH2:25])[CH3:24]. Product: [NH2:11][C@H:7]([C:8]([OH:10])=[O:9])[CH2:6][CH2:5][C:3]([NH:25][CH2:23][CH3:24])=[O:4]. The catalyst class is: 11. (10) Reactant: [CH2:1]([C:6]([CH:11]([CH3:13])[CH3:12])([CH2:9][OH:10])[CH2:7][OH:8])[CH2:2][CH:3]([CH3:5])[CH3:4].[C:14]([OH:18])(=O)[CH:15]=[CH2:16].[C:19]1([CH3:25])C=CC=C[CH:20]=1.S(=O)(=O)(O)[OH:27]. Product: [C:25]([O:8][CH2:7][C:6]([CH2:1][CH2:2][CH:3]([CH3:5])[CH3:4])([CH:11]([CH3:13])[CH3:12])[CH2:9][O:10][C:14](=[O:18])[CH:15]=[CH2:16])(=[O:27])[CH:19]=[CH2:20]. The catalyst class is: 6.